Dataset: Forward reaction prediction with 1.9M reactions from USPTO patents (1976-2016). Task: Predict the product of the given reaction. (1) Given the reactants [BH4-].[Na+].[Br:3][C:4]1[CH:5]=[C:6]2[C:11](=[CH:12][CH:13]=1)[CH2:10][O:9][CH2:8][C:7]2=[O:14], predict the reaction product. The product is: [Br:3][C:4]1[CH:5]=[C:6]2[C:11](=[CH:12][CH:13]=1)[CH2:10][O:9][CH:8]=[C:7]2[OH:14]. (2) Given the reactants [Br:1][C:2]1[CH:3]=[C:4]2[C:13](=[CH:14][C:15]=1[F:16])[CH:12]1[CH2:17][CH:10]([CH2:11]1)[N:9]1[C:5]2=[N:6][C:7]([C:18]([O:20]C)=[O:19])=[CH:8]1, predict the reaction product. The product is: [Br:1][C:2]1[CH:3]=[C:4]2[C:13](=[CH:14][C:15]=1[F:16])[CH:12]1[CH2:11][CH:10]([CH2:17]1)[N:9]1[C:5]2=[N:6][C:7]([C:18]([OH:20])=[O:19])=[CH:8]1. (3) Given the reactants [NH2:1][CH2:2][CH2:3][N:4]1[CH2:9][CH2:8][O:7][CH2:6][CH2:5]1.S([O-])([O-])(=O)=O.[Na+].[Na+].C([O:19][C:20]([C:22]1[C:23]2[S:31][CH:30]=[C:29]([CH2:32][O:33][C:34]3[CH:39]=[CH:38][C:37]([Br:40])=[CH:36][CH:35]=3)[C:24]=2[C:25]([NH2:28])=[N:26][CH:27]=1)=O)C.[C-]#N.[Na+], predict the reaction product. The product is: [N:4]1([CH2:3][CH2:2][NH:1][C:20]([C:22]2[C:23]3[S:31][CH:30]=[C:29]([CH2:32][O:33][C:34]4[CH:39]=[CH:38][C:37]([Br:40])=[CH:36][CH:35]=4)[C:24]=3[C:25]([NH2:28])=[N:26][CH:27]=2)=[O:19])[CH2:9][CH2:8][O:7][CH2:6][CH2:5]1. (4) The product is: [O:14]1[CH:18]=[CH:17][CH:16]=[C:15]1[CH2:19][CH2:20][CH2:21][N:22]([CH2:2][C:3]1[C:12]2[C:7](=[CH:8][CH:9]=[CH:10][CH:11]=2)[NH:6][C:5](=[O:13])[CH:4]=1)[C:23]1[CH:24]=[CH:25][CH:26]=[CH:27][CH:28]=1. Given the reactants Br[CH2:2][C:3]1[C:12]2[C:7](=[CH:8][CH:9]=[CH:10][CH:11]=2)[NH:6][C:5](=[O:13])[CH:4]=1.[O:14]1[CH:18]=[CH:17][CH:16]=[C:15]1[CH2:19][CH2:20][CH2:21][NH:22][C:23]1[CH:28]=[CH:27][CH:26]=[CH:25][CH:24]=1, predict the reaction product. (5) Given the reactants CS(O[CH2:6][CH2:7][O:8][C:9]1[CH:14]=[C:13]([F:15])[C:12]([CH2:16][S:17][C:18]2[N:19]([C:35]3[CH:40]=[CH:39][C:38]([F:41])=[CH:37][CH:36]=3)[C:20]([C:23]([C:26]3[CH:31]=[CH:30][C:29]([Cl:32])=[C:28]([O:33][CH3:34])[CH:27]=3)([CH3:25])[CH3:24])=[CH:21][N:22]=2)=[C:11]([F:42])[CH:10]=1)(=O)=O.[N-:43]=[N+:44]=[N-:45].[Na+], predict the reaction product. The product is: [N:43]([CH2:6][CH2:7][O:8][C:9]1[CH:10]=[C:11]([F:42])[C:12]([CH2:16][S:17][C:18]2[N:19]([C:35]3[CH:36]=[CH:37][C:38]([F:41])=[CH:39][CH:40]=3)[C:20]([C:23]([C:26]3[CH:31]=[CH:30][C:29]([Cl:32])=[C:28]([O:33][CH3:34])[CH:27]=3)([CH3:24])[CH3:25])=[CH:21][N:22]=2)=[C:13]([F:15])[CH:14]=1)=[N+:44]=[N-:45]. (6) Given the reactants [Br:1][C:2]1[CH:3]=[C:4]([Li])[CH:5]=[CH:6][CH:7]=1.C([Li])CCC.CCCCCC.BrC1C=CC=C(Br)C=1.Cl[Si:29](Cl)([C:36]1[CH:41]=[CH:40][CH:39]=[CH:38][CH:37]=1)[C:30]1[CH:35]=[CH:34][CH:33]=[CH:32][CH:31]=1.[CH:43]1[C:51]2[C:50]3[CH:52]=[CH:53][CH:54]=[CH:55][C:49]=3[S:48][C:47]=2[C:46]([Li])=[CH:45][CH:44]=1, predict the reaction product. The product is: [Br:1][C:2]1[CH:3]=[C:4]([Si:29]([C:55]2[C:49]3[S:48][C:47]4[CH:46]=[CH:45][CH:44]=[CH:43][C:51]=4[C:50]=3[CH:52]=[CH:53][CH:54]=2)([C:36]2[CH:41]=[CH:40][CH:39]=[CH:38][CH:37]=2)[C:30]2[CH:35]=[CH:34][CH:33]=[CH:32][CH:31]=2)[CH:5]=[CH:6][CH:7]=1. (7) Given the reactants [CH2:1]([O:8][C:9]([N:11]1[C:19]2[C:14](=[CH:15][CH:16]=[CH:17][CH:18]=2)[CH:13]=[C:12]1[C:20](O)=[O:21])=[O:10])[C:2]1[CH:7]=[CH:6][CH:5]=[CH:4][CH:3]=1.CN(C(ON1N=NC2C=CC=NC1=2)=[N+](C)C)C.F[P-](F)(F)(F)(F)F.CCN(C(C)C)C(C)C.[NH2:56][C:57]1[S:58][CH:59]=[C:60]([C:62]2[CH:73]=[CH:72][C:65]([C:66]([NH:68][CH:69]3[CH2:71][CH2:70]3)=[O:67])=[CH:64][CH:63]=2)[N:61]=1, predict the reaction product. The product is: [CH2:1]([O:8][C:9]([N:11]1[C:19]2[C:14](=[CH:15][CH:16]=[CH:17][CH:18]=2)[CH:13]=[C:12]1[C:20](=[O:21])[NH:56][C:57]1[S:58][CH:59]=[C:60]([C:62]2[CH:63]=[CH:64][C:65]([C:66](=[O:67])[NH:68][CH:69]3[CH2:70][CH2:71]3)=[CH:72][CH:73]=2)[N:61]=1)=[O:10])[C:2]1[CH:3]=[CH:4][CH:5]=[CH:6][CH:7]=1. (8) Given the reactants FC(F)(F)S(O[C:7]1[C:12]2[CH:13]=[C:14]([C:16]3[O:17][C:18]([CH3:21])=[N:19][N:20]=3)[O:15][C:11]=2[CH:10]=[CH:9][CH:8]=1)(=O)=O.C([O-])([O-])=O.[Cs+].[Cs+].C1C=CC(P(C2C=CC3C(=CC=CC=3)C=2C2C3C(=CC=CC=3)C=CC=2P(C2C=CC=CC=2)C2C=CC=CC=2)C2C=CC=CC=2)=CC=1.[C:76]([N:83]1[CH2:88][CH2:87][NH:86][CH2:85][CH2:84]1)([O:78][C:79]([CH3:82])([CH3:81])[CH3:80])=[O:77].[NH4+].[Cl-], predict the reaction product. The product is: [CH3:21][C:18]1[O:17][C:16]([C:14]2[O:15][C:11]3[CH:10]=[CH:9][CH:8]=[C:7]([N:86]4[CH2:85][CH2:84][N:83]([C:76]([O:78][C:79]([CH3:82])([CH3:81])[CH3:80])=[O:77])[CH2:88][CH2:87]4)[C:12]=3[CH:13]=2)=[N:20][N:19]=1.